The task is: Predict which catalyst facilitates the given reaction.. This data is from Catalyst prediction with 721,799 reactions and 888 catalyst types from USPTO. (1) Reactant: Br[C:2]1[CH:14]=[N:13][C:12]2[C:11]3[CH:10]=[CH:9][C:8]([C:15]([O:17][CH3:18])=[O:16])=[CH:7][C:6]=3[NH:5][C:4]=2[CH:3]=1.[CH3:19][N:20]1[C:24]([Sn](CCCC)(CCCC)CCCC)=[C:23]([CH3:38])[N:22]=[N:21]1.C(N(CC)CC)C.C(Cl)Cl. Product: [CH3:19][N:20]1[C:24]([C:2]2[CH:14]=[N:13][C:12]3[C:11]4[CH:10]=[CH:9][C:8]([C:15]([O:17][CH3:18])=[O:16])=[CH:7][C:6]=4[NH:5][C:4]=3[CH:3]=2)=[C:23]([CH3:38])[N:22]=[N:21]1. The catalyst class is: 555. (2) Reactant: [Cl-].O[NH3+:3].[C:4](=[O:7])([O-])[OH:5].[Na+].CS(C)=O.[F:13][C:14]1[CH:19]=[CH:18][C:17]([N:20]2[C:25](=[O:26])[C:24]([CH2:27][C:28]3[CH:33]=[CH:32][C:31]([C:34]4[C:35]([C:40]#[N:41])=[CH:36][CH:37]=[CH:38][CH:39]=4)=[CH:30][CH:29]=3)=[C:23]([CH2:42][CH2:43][CH3:44])[N:22]3[N:45]=[CH:46][N:47]=[C:21]23)=[CH:16][CH:15]=1. Product: [F:13][C:14]1[CH:19]=[CH:18][C:17]([N:20]2[C:25](=[O:26])[C:24]([CH2:27][C:28]3[CH:33]=[CH:32][C:31]([C:34]4[CH:39]=[CH:38][CH:37]=[CH:36][C:35]=4[C:40]4[NH:3][C:4](=[O:7])[O:5][N:41]=4)=[CH:30][CH:29]=3)=[C:23]([CH2:42][CH2:43][CH3:44])[N:22]3[N:45]=[CH:46][N:47]=[C:21]23)=[CH:16][CH:15]=1. The catalyst class is: 13.